Dataset: Caco-2 cell permeability data measuring drug intestinal absorption for ~900 compounds. Task: Regression/Classification. Given a drug SMILES string, predict its absorption, distribution, metabolism, or excretion properties. Task type varies by dataset: regression for continuous measurements (e.g., permeability, clearance, half-life) or binary classification for categorical outcomes (e.g., BBB penetration, CYP inhibition). For this dataset (caco2_wang), we predict Y. (1) The compound is Cc1nccc2c1[nH]c1ccccc12. The Y is -5.22 log Papp (cm/s). (2) The compound is CO[C@@H]1C[C@H]2C(=O)C=C3C(CC[C@]4(C)[C@@H]([C@@](C)(O)[C@@H](CCC(C)C)OC)CC[C@@]34O)[C@]2(C)C[C@@H]1O. The Y is -4.54 log Papp (cm/s).